This data is from Full USPTO retrosynthesis dataset with 1.9M reactions from patents (1976-2016). The task is: Predict the reactants needed to synthesize the given product. (1) Given the product [OH:29][C@H:28]([CH2:27][OH:26])[CH2:30][O:31][NH:32][C:21]([C:11]1[C:12]2[O:20][CH:19]=[CH:18][C:13]=2[C:14](=[O:17])[N:15]([CH3:16])[C:10]=1[NH:9][C:3]1[CH:4]=[CH:5][C:6]([I:8])=[CH:7][C:2]=1[F:1])=[O:23], predict the reactants needed to synthesize it. The reactants are: [F:1][C:2]1[CH:7]=[C:6]([I:8])[CH:5]=[CH:4][C:3]=1[NH:9][C:10]1[N:15]([CH3:16])[C:14](=[O:17])[C:13]2[CH:18]=[CH:19][O:20][C:12]=2[C:11]=1[C:21]([OH:23])=O.CC1(C)[O:29][C@@H:28]([CH2:30][O:31][NH2:32])[CH2:27][O:26]1.Cl. (2) Given the product [CH3:20][O:21][C:22]1[CH:23]=[C:24]([NH:25][C:17]([C:15]2[CH:16]=[C:11]([C:5]3[CH:4]=[C:3]([CH2:1][CH3:2])[C:8](=[O:9])[NH:7][C:6]=3[CH3:10])[CH:12]=[N:13][CH:14]=2)=[O:19])[CH:26]=[CH:27][CH:28]=1, predict the reactants needed to synthesize it. The reactants are: [CH2:1]([C:3]1[C:8](=[O:9])[NH:7][C:6]([CH3:10])=[C:5]([C:11]2[CH:12]=[N:13][CH:14]=[C:15]([C:17]([OH:19])=O)[CH:16]=2)[CH:4]=1)[CH3:2].[CH3:20][O:21][C:22]1[CH:23]=[C:24]([CH:26]=[CH:27][CH:28]=1)[NH2:25]. (3) Given the product [NH2:1][CH:2]1[CH2:7][CH2:6][CH2:5][CH2:4][CH:3]1[C:8]#[N:9], predict the reactants needed to synthesize it. The reactants are: [NH2:1][C:2]1[CH2:7][CH2:6][CH2:5][CH2:4][C:3]=1[C:8]#[N:9].[BH3-]C#N.[Na+]. (4) Given the product [N+:1]([C:4]1[CH:5]=[C:6]([CH:10]=[C:11]([C:13]([F:14])([F:15])[F:16])[CH:12]=1)[C:7]([O:9][CH3:17])=[O:8])([O-:3])=[O:2], predict the reactants needed to synthesize it. The reactants are: [N+:1]([C:4]1[CH:5]=[C:6]([CH:10]=[C:11]([C:13]([F:16])([F:15])[F:14])[CH:12]=1)[C:7]([OH:9])=[O:8])([O-:3])=[O:2].[CH3:17]O. (5) Given the product [Cl:12][C:13]1[CH:19]=[C:18]([Cl:20])[CH:17]=[CH:16][C:14]=1[NH:15][CH:10]=[O:11], predict the reactants needed to synthesize it. The reactants are: N1([CH:10]=[O:11])C2C=CC=CC=2N=N1.[Cl:12][C:13]1[CH:19]=[C:18]([Cl:20])[CH:17]=[CH:16][C:14]=1[NH2:15].